This data is from NCI-60 drug combinations with 297,098 pairs across 59 cell lines. The task is: Regression. Given two drug SMILES strings and cell line genomic features, predict the synergy score measuring deviation from expected non-interaction effect. (1) Drug 1: CC12CCC3C(C1CCC2=O)CC(=C)C4=CC(=O)C=CC34C. Drug 2: CCC1(CC2CC(C3=C(CCN(C2)C1)C4=CC=CC=C4N3)(C5=C(C=C6C(=C5)C78CCN9C7C(C=CC9)(C(C(C8N6C=O)(C(=O)OC)O)OC(=O)C)CC)OC)C(=O)OC)O.OS(=O)(=O)O. Cell line: RXF 393. Synergy scores: CSS=39.9, Synergy_ZIP=-1.35, Synergy_Bliss=1.21, Synergy_Loewe=-18.1, Synergy_HSA=2.71. (2) Drug 1: C1CCC(CC1)NC(=O)N(CCCl)N=O. Drug 2: CC1=C(N=C(N=C1N)C(CC(=O)N)NCC(C(=O)N)N)C(=O)NC(C(C2=CN=CN2)OC3C(C(C(C(O3)CO)O)O)OC4C(C(C(C(O4)CO)O)OC(=O)N)O)C(=O)NC(C)C(C(C)C(=O)NC(C(C)O)C(=O)NCCC5=NC(=CS5)C6=NC(=CS6)C(=O)NCCC[S+](C)C)O. Cell line: HCT116. Synergy scores: CSS=60.5, Synergy_ZIP=-5.47, Synergy_Bliss=-5.94, Synergy_Loewe=-7.09, Synergy_HSA=-0.592. (3) Drug 1: C1=NC2=C(N1)C(=S)N=C(N2)N. Cell line: NCI-H226. Synergy scores: CSS=6.61, Synergy_ZIP=-5.52, Synergy_Bliss=-2.20, Synergy_Loewe=-14.3, Synergy_HSA=-3.03. Drug 2: C1CC(=O)NC(=O)C1N2C(=O)C3=CC=CC=C3C2=O. (4) Drug 1: CC1C(C(CC(O1)OC2CC(CC3=C2C(=C4C(=C3O)C(=O)C5=C(C4=O)C(=CC=C5)OC)O)(C(=O)C)O)N)O.Cl. Drug 2: CC1CCC2CC(C(=CC=CC=CC(CC(C(=O)C(C(C(=CC(C(=O)CC(OC(=O)C3CCCCN3C(=O)C(=O)C1(O2)O)C(C)CC4CCC(C(C4)OC)OCCO)C)C)O)OC)C)C)C)OC. Cell line: SNB-75. Synergy scores: CSS=30.8, Synergy_ZIP=4.59, Synergy_Bliss=8.41, Synergy_Loewe=9.36, Synergy_HSA=10.4.